This data is from Peptide-MHC class I binding affinity with 185,985 pairs from IEDB/IMGT. The task is: Regression. Given a peptide amino acid sequence and an MHC pseudo amino acid sequence, predict their binding affinity value. This is MHC class I binding data. The peptide sequence is KDGTLFYCY. The MHC is HLA-A03:01 with pseudo-sequence HLA-A03:01. The binding affinity (normalized) is 0.0847.